This data is from Full USPTO retrosynthesis dataset with 1.9M reactions from patents (1976-2016). The task is: Predict the reactants needed to synthesize the given product. (1) Given the product [CH3:1][O:2][N:3]=[C:4]1[C:12]2[C:7](=[C:13]([CH3:14])[N:9]=[CH:10][CH:11]=2)[O:6][CH2:5]1, predict the reactants needed to synthesize it. The reactants are: [CH3:1][O:2][N:3]=[C:4]1[C:12]2[CH:11]=[CH:10][N:9]=N[C:7]=2[O:6][CH2:5]1.[CH3:13][C:14]1N=CC=C2C(=O)COC=12. (2) Given the product [Br:11][CH2:2][C:3]1[CH:4]=[C:5]([OH:9])[CH:6]=[CH:7][CH:8]=1, predict the reactants needed to synthesize it. The reactants are: O[CH2:2][C:3]1[CH:4]=[C:5]([OH:9])[CH:6]=[CH:7][CH:8]=1.P(Br)(Br)[Br:11]. (3) Given the product [NH2:24][C:21]1[CH:22]=[CH:23][C:18]([C:16]([C:9]2[N:10]3[C:15]([CH:14]=[CH:13][CH:12]=[CH:11]3)=[C:7]([O:6][CH3:5])[C:8]=2[CH3:27])=[O:17])=[CH:19][CH:20]=1, predict the reactants needed to synthesize it. The reactants are: C(O)(=O)C.[CH3:5][O:6][C:7]1[C:8]([CH3:27])=[C:9]([C:16]([C:18]2[CH:23]=[CH:22][C:21]([N+:24]([O-])=O)=[CH:20][CH:19]=2)=[O:17])[N:10]2[C:15]=1[CH:14]=[CH:13][CH:12]=[CH:11]2.O. (4) Given the product [CH2:42]([C:32]1[CH:31]=[C:30]([NH:29][C:28]([NH:1][C@@H:2]2[CH2:7][CH2:6][CH2:5][CH2:4][C@H:3]2[CH2:8][NH:9][CH:10]2[CH2:19][CH2:18][C:17]3[C:12](=[CH:13][CH:14]=[C:15]([F:20])[CH:16]=3)[CH2:11]2)=[O:27])[CH:35]=[C:34]([C:36]2[N:40]([CH3:41])[N:39]=[N:38][N:37]=2)[CH:33]=1)[CH3:43], predict the reactants needed to synthesize it. The reactants are: [NH2:1][C@@H:2]1[CH2:7][CH2:6][CH2:5][CH2:4][C@H:3]1[CH2:8][NH:9][CH:10]1[CH2:19][CH2:18][C:17]2[C:12](=[CH:13][CH:14]=[C:15]([F:20])[CH:16]=2)[CH2:11]1.C1([O:27][C:28](=O)[NH:29][C:30]2[CH:35]=[C:34]([C:36]3[N:40]([CH3:41])[N:39]=[N:38][N:37]=3)[CH:33]=[C:32]([CH2:42][CH3:43])[CH:31]=2)C=CC=CC=1.C(N(CC)CC)C. (5) Given the product [F:1][C:2]1[CH:3]=[C:4]([CH:7]=[C:8]([N:10]2[CH2:16][CH2:15][CH2:14][C:13]3[O:17][C:18]([C:20]4[N:26]=[CH:24][CH:23]=[CH:22][N:21]=4)=[N:19][C:12]=3[CH2:11]2)[CH:9]=1)[C:5]#[N:6], predict the reactants needed to synthesize it. The reactants are: [F:1][C:2]1[CH:3]=[C:4]([CH:7]=[C:8]([N:10]2[CH2:16][CH2:15][CH2:14][C:13]3[O:17][C:18]([C:20]4C=[CH:24][CH:23]=[CH:22][N:21]=4)=[N:19][C:12]=3[CH2:11]2)[CH:9]=1)[C:5]#[N:6].[N:26]1C=CC=CC=1C(O)=O. (6) Given the product [CH3:1][N:2]([S:22]([C:25]1[S:26][CH:27]=[CH:28][CH:29]=1)(=[O:23])=[O:24])[C:3]1[CH:4]=[C:5]([O:17][C:18]([F:20])([F:21])[F:19])[CH:6]=[C:7]2[C:11]=1[NH:10][C:9]([C:12]([OH:14])=[O:13])=[CH:8]2, predict the reactants needed to synthesize it. The reactants are: [CH3:1][N:2]([S:22]([C:25]1[S:26][CH:27]=[CH:28][CH:29]=1)(=[O:24])=[O:23])[C:3]1[CH:4]=[C:5]([O:17][C:18]([F:21])([F:20])[F:19])[CH:6]=[C:7]2[C:11]=1[NH:10][C:9]([C:12]([O:14]CC)=[O:13])=[CH:8]2.[OH-].[Na+].O1CCCC1.C(O)(=O)CC(CC(O)=O)(C(O)=O)O. (7) Given the product [CH:1]1([C:4]2[CH:5]=[C:6]([CH2:7][N:8]3[CH2:9][C:10]4([CH2:15][C:14]([N:16]5[CH2:21][CH2:20][C:19]([CH3:27])([C:22]([OH:24])=[O:23])[CH2:18][CH2:17]5)=[N:13][O:12]4)[CH2:11]3)[CH:28]=[C:29]([O:32][CH2:33][CH3:34])[C:30]=2[C:39]2[CH:38]=[CH:37][C:36]([F:35])=[C:41]([F:42])[C:40]=2[F:43])[CH2:3][CH2:2]1, predict the reactants needed to synthesize it. The reactants are: [CH:1]1([C:4]2[CH:5]=[C:6]([CH:28]=[C:29]([O:32][CH2:33][CH3:34])[C:30]=2I)[CH2:7][N:8]2[CH2:11][C:10]3([CH2:15][C:14]([N:16]4[CH2:21][CH2:20][C:19]([CH3:27])([C:22]([O:24]CC)=[O:23])[CH2:18][CH2:17]4)=[N:13][O:12]3)[CH2:9]2)[CH2:3][CH2:2]1.[F:35][C:36]1[C:41]([F:42])=[C:40]([F:43])[CH:39]=[CH:38][C:37]=1B(O)O.